This data is from Full USPTO retrosynthesis dataset with 1.9M reactions from patents (1976-2016). The task is: Predict the reactants needed to synthesize the given product. Given the product [C:1]([Si:5]([O:18][C@@H:19]1[C@H:26]2[C@H:22]([O:23][C:24]([CH3:28])([CH3:27])[O:25]2)[C:21]([CH2:29][O:30][C:31]([C:44]2[CH:49]=[CH:48][CH:47]=[CH:46][CH:45]=2)([C:38]2[CH:43]=[CH:42][CH:41]=[CH:40][CH:39]=2)[C:32]2[CH:37]=[CH:36][CH:35]=[CH:34][CH:33]=2)=[C:20]1[F:61])([C:12]1[CH:17]=[CH:16][CH:15]=[CH:14][CH:13]=1)[C:6]1[CH:11]=[CH:10][CH:9]=[CH:8][CH:7]=1)([CH3:4])([CH3:3])[CH3:2], predict the reactants needed to synthesize it. The reactants are: [C:1]([Si:5]([O:18][C@@H:19]1[C@H:26]2[C@H:22]([O:23][C:24]([CH3:28])([CH3:27])[O:25]2)[C:21]([CH2:29][O:30][C:31]([C:44]2[CH:49]=[CH:48][CH:47]=[CH:46][CH:45]=2)([C:38]2[CH:43]=[CH:42][CH:41]=[CH:40][CH:39]=2)[C:32]2[CH:37]=[CH:36][CH:35]=[CH:34][CH:33]=2)=[C:20]1I)([C:12]1[CH:17]=[CH:16][CH:15]=[CH:14][CH:13]=1)[C:6]1[CH:11]=[CH:10][CH:9]=[CH:8][CH:7]=1)([CH3:4])([CH3:3])[CH3:2].C1C=CC(S(N(S(C2C=CC=CC=2)(=O)=O)[F:61])(=O)=O)=CC=1.CCCCC.[Li]CCCC.